Dataset: Full USPTO retrosynthesis dataset with 1.9M reactions from patents (1976-2016). Task: Predict the reactants needed to synthesize the given product. (1) Given the product [C:1]([O:5][C:6](=[O:7])[NH:8][CH:9]1[C:27](=[O:28])[N:26]2[CH:22]([CH2:23][CH:24]([O:29][C:30]3[C:39]4[C:34](=[CH:35][CH:36]=[CH:37][CH:38]=4)[CH:33]=[CH:32][N:31]=3)[CH2:25]2)[C:21](=[O:40])[NH:20][C:19]2([C:41]([NH:50][S:47]([CH:44]3[CH2:46][CH2:45]3)(=[O:49])=[O:48])=[O:42])[CH:17]([CH2:18]2)[CH:16]=[CH:15][CH2:14][CH2:13][CH2:12][CH2:11][CH2:10]1)([CH3:2])([CH3:3])[CH3:4], predict the reactants needed to synthesize it. The reactants are: [C:1]([O:5][C:6]([NH:8][CH:9]1[C:27](=[O:28])[N:26]2[CH:22]([CH2:23][CH:24]([O:29][C:30]3[C:39]4[C:34](=[CH:35][CH:36]=[CH:37][CH:38]=4)[CH:33]=[CH:32][N:31]=3)[CH2:25]2)[C:21](=[O:40])[NH:20][C:19]2([C:41](O)=[O:42])[CH:17]([CH2:18]2)[CH:16]=[CH:15][CH2:14][CH2:13][CH2:12][CH2:11][CH2:10]1)=[O:7])([CH3:4])([CH3:3])[CH3:2].[CH:44]1([S:47]([NH2:50])(=[O:49])=[O:48])[CH2:46][CH2:45]1. (2) Given the product [CH2:27]([O:34][C:35]1[C:36]([CH2:65][CH3:66])=[C:37]([CH2:55][CH2:56][N:57]2[CH:7]([C:8]([O:10][CH3:11])=[O:9])[CH2:6][O:12][C:58]2=[O:64])[C:38]([C:49]2[CH:54]=[CH:53][CH:52]=[CH:51][CH:50]=2)=[C:39]([O:41][CH2:42][C:43]2[CH:48]=[CH:47][CH:46]=[CH:45][CH:44]=2)[CH:40]=1)[C:28]1[CH:33]=[CH:32][CH:31]=[CH:30][CH:29]=1, predict the reactants needed to synthesize it. The reactants are: C(O)(=O)C.N[CH:6]([OH:12])[CH2:7][C:8]([O:10][CH3:11])=[O:9].C(O[BH-](OC(=O)C)OC(=O)C)(=O)C.[Na+].[CH2:27]([O:34][C:35]1[C:36]([CH2:65][CH3:66])=[C:37]([CH2:55][CH2:56][NH:57][CH:58]([OH:64])CC(OC)=O)[C:38]([C:49]2[CH:54]=[CH:53][CH:52]=[CH:51][CH:50]=2)=[C:39]([O:41][CH2:42][C:43]2[CH:48]=[CH:47][CH:46]=[CH:45][CH:44]=2)[CH:40]=1)[C:28]1[CH:33]=[CH:32][CH:31]=[CH:30][CH:29]=1. (3) Given the product [ClH:37].[Cl:45][C:16]1[CH:15]=[C:14]([N:11]2[CH2:10][CH2:9][N:8]([CH3:6])[CH2:13][CH2:12]2)[C:23]2[O:22][CH2:21][CH2:20][N:19]([S:25]([C:28]3[CH:29]=[CH:30][CH:31]=[CH:32][C:33]=3[F:38])(=[O:27])=[O:26])[C:18]=2[CH:17]=1, predict the reactants needed to synthesize it. The reactants are: C(O[C:6]([N:8]1[CH2:13][CH2:12][N:11]([C:14]2[C:23]3[O:22][CH2:21][CH2:20][NH:19][C:18]=3[CH:17]=[CH:16][CH:15]=2)[CH2:10][CH2:9]1)=O)(C)(C)C.C[S:25]([C:28]1[CH:29]=[C:30](S([Cl:37])(=O)=O)[CH:31]=[CH:32][CH:33]=1)(=[O:27])=[O:26].[F:38]C(F)(F)C(O)=O.[ClH:45].